From a dataset of HIV replication inhibition screening data with 41,000+ compounds from the AIDS Antiviral Screen. Binary Classification. Given a drug SMILES string, predict its activity (active/inactive) in a high-throughput screening assay against a specified biological target. (1) The drug is Clc1ccccc1CN1COc2c(cc(Cl)c3cccnc23)C1. The result is 0 (inactive). (2) The molecule is COc1cc(C2NCCC(c3ccccc3)(c3ccccc3)N2)cc(OC)c1OC.Cl. The result is 0 (inactive). (3) The drug is CCCC[n+]1cc(C(N)=O)cc2ccccc21. The result is 0 (inactive). (4) The compound is CCCc1ccc(NCc2cc(OC)c(OC)c(OC)c2)cc1.Cl. The result is 0 (inactive). (5) The drug is OC1=C2CCCCCC2=[N+]2CCCCC2C1. The result is 0 (inactive).